Predict the product of the given reaction. From a dataset of Forward reaction prediction with 1.9M reactions from USPTO patents (1976-2016). Given the reactants COC1C=CC([C@@H:9]([NH:11][C@@H:12]2[C:21]3[N:20]=[CH:19][CH:18]=[CH:17][C:16]=3[CH2:15][CH2:14][CH2:13]2)[CH3:10])=CC=1.[Si:22]([O:29]CC=O)([C:25]([CH3:28])([CH3:27])[CH3:26])([CH3:24])[CH3:23].CN([C@H](C1C=CC(OC)=CC=1)C)[C@@H]1C2N=CC=CC=2CCC1.CN[C@H]1C2N=CC=CC=2CCC1, predict the reaction product. The product is: [CH3:26][C:25]([Si:22]([CH3:24])([CH3:23])[O:29][CH2:10][CH2:9][NH:11][C@@H:12]1[C:21]2[N:20]=[CH:19][CH:18]=[CH:17][C:16]=2[CH2:15][CH2:14][CH2:13]1)([CH3:28])[CH3:27].